Dataset: Forward reaction prediction with 1.9M reactions from USPTO patents (1976-2016). Task: Predict the product of the given reaction. (1) Given the reactants Br[C:2]1[C:3]([Cl:13])=[C:4]2[C:8](=[CH:9][CH:10]=1)[N:7]([CH3:11])[C:6](=[O:12])[CH2:5]2.[N:14]1[CH:19]=[CH:18][CH:17]=[C:16](B(O)O)[CH:15]=1.COCCOC, predict the reaction product. The product is: [Cl:13][C:3]1[C:2]([C:16]2[CH:15]=[N:14][CH:19]=[CH:18][CH:17]=2)=[CH:10][CH:9]=[C:8]2[C:4]=1[CH2:5][C:6](=[O:12])[N:7]2[CH3:11]. (2) The product is: [NH2:1][C:2]1([CH2:8][OH:9])[CH2:7][CH2:6][CH2:5][CH2:4][CH2:3]1. Given the reactants [NH2:1][C:2]1([C:8](O)=[O:9])[CH2:7][CH2:6][CH2:5][CH2:4][CH2:3]1.C(OC(N)=O)C1C=CC=CC=1.C(OC(NC1(C(O)=O)CCCCC1)=O)C1C=CC=CC=1.C(OC(NC1(CO)CCCCC1)=O)C1C=CC=CC=1, predict the reaction product. (3) Given the reactants [NH2:1][C:2]1[S:3][CH:4]=[C:5]2[C:10]=1[C:9](=[O:11])[N:8]([C:12]1[CH:17]=[CH:16][C:15]([Cl:18])=[CH:14][CH:13]=1)[N:7]=[C:6]2[C:19]([NH:21][CH:22](C)C)=[O:20].NC1SC=C2C=1C(=O)N(C1C=CC(Cl)=CC=1)N=C2C(O)=O.CN, predict the reaction product. The product is: [NH2:1][C:2]1[S:3][CH:4]=[C:5]2[C:10]=1[C:9](=[O:11])[N:8]([C:12]1[CH:13]=[CH:14][C:15]([Cl:18])=[CH:16][CH:17]=1)[N:7]=[C:6]2[C:19]([NH:21][CH3:22])=[O:20]. (4) Given the reactants O=P(Cl)(Cl)[Cl:3].O[CH:7]([C:19]1[CH:24]=[CH:23][CH:22]=[CH:21][CH:20]=1)[CH2:8][N:9]1[C:13]2[N:14]=[CH:15][NH:16][C:17](=O)[C:12]=2[CH:11]=[N:10]1, predict the reaction product. The product is: [Cl:3][C:17]1[N:16]=[CH:15][N:14]=[C:13]2[N:9]([CH:8]=[CH:7][C:19]3[CH:24]=[CH:23][CH:22]=[CH:21][CH:20]=3)[N:10]=[CH:11][C:12]=12. (5) Given the reactants S(Cl)(Cl)=O.[OH:5][C:6]1[CH:7]=[N:8][C:9]([C:12]2[CH:13]=[C:14]([CH:18]=[CH:19][CH:20]=2)[C:15]([OH:17])=[O:16])=[N:10][CH:11]=1.[CH3:21]O, predict the reaction product. The product is: [OH:5][C:6]1[CH:11]=[N:10][C:9]([C:12]2[CH:13]=[C:14]([CH:18]=[CH:19][CH:20]=2)[C:15]([O:17][CH3:21])=[O:16])=[N:8][CH:7]=1.